From a dataset of Reaction yield outcomes from USPTO patents with 853,638 reactions. Predict the reaction yield, written as a fraction of the theoretical maximum amount of product (1.0 means a 100% yield; for example, 0.34 means a 34% yield). (1) The yield is 0.910. The product is [N:11]1([C:14]([C:15]2[CH:20]=[CH:19][CH:18]=[CH:17][C:16]=2[C:21]([F:23])([F:22])[F:24])=[O:25])[CH2:12][CH2:13][NH:8][CH2:9][CH2:10]1. No catalyst specified. The reactants are C(OC([N:8]1[CH2:13][CH2:12][N:11]([C:14](=[O:25])[C:15]2[CH:20]=[CH:19][CH:18]=[CH:17][C:16]=2[C:21]([F:24])([F:23])[F:22])[CH2:10][CH2:9]1)=O)(C)(C)C.CO.Cl.Cl. (2) The reactants are [C:1]1([CH2:11][NH2:12])[C:10]2[C:5](=[CH:6][CH:7]=[CH:8][CH:9]=2)[CH:4]=[CH:3][CH:2]=1.C[Al](C)C.[F:17][C:18]1[CH:23]=[C:22]([F:24])[CH:21]=[CH:20][C:19]=1[C@@:25]([OH:51])([CH2:45][N:46]1[CH:50]=[N:49][CH:48]=[N:47]1)[C@H:26]([S:28][C@@H:29]1[CH2:34][O:33][C@@H:32]([C:35]2[CH:44]=[CH:43][C:38]([C:39](OC)=[O:40])=[CH:37][CH:36]=2)[O:31][CH2:30]1)[CH3:27]. No catalyst specified. The product is [F:17][C:18]1[CH:23]=[C:22]([F:24])[CH:21]=[CH:20][C:19]=1[C@@:25]([OH:51])([CH2:45][N:46]1[CH:50]=[N:49][CH:48]=[N:47]1)[C@H:26]([S:28][C@@H:29]1[CH2:34][O:33][C@@H:32]([C:35]2[CH:36]=[CH:37][C:38]([C:39]([NH:12][CH2:11][C:1]3[C:10]4[C:5](=[CH:6][CH:7]=[CH:8][CH:9]=4)[CH:4]=[CH:3][CH:2]=3)=[O:40])=[CH:43][CH:44]=2)[O:31][CH2:30]1)[CH3:27]. The yield is 0.910. (3) The reactants are [CH2:1]([O:3][C:4](=[O:15])[C:5]([OH:14])([C:10]([F:13])([F:12])[F:11])[CH2:6][C:7]([CH3:9])=[CH2:8])[CH3:2].[Cl-].[Al+3].[Cl-].[Cl-].[F:20][C:21]1[CH:26]=[CH:25][C:24]([O:27][CH3:28])=[CH:23][CH:22]=1. No catalyst specified. The product is [CH2:1]([O:3][C:4](=[O:15])[C:5]([OH:14])([C:10]([F:13])([F:12])[F:11])[CH2:6][C:7]([C:25]1[CH:26]=[C:21]([F:20])[CH:22]=[CH:23][C:24]=1[O:27][CH3:28])([CH3:9])[CH3:8])[CH3:2]. The yield is 0.710. (4) The reactants are [CH2:1]([C:5]1=[CH:6][N:7]([C:23]([CH3:26])([CH3:25])[CH3:24])[S:8]/[C:9]/1=[N:10]\[C:11](=[O:22])[C:12]1[CH:17]=[C:16]([C:18]#[N:19])[CH:15]=[CH:14][C:13]=1[O:20][CH3:21])[CH2:2][CH2:3][CH3:4].S(=O)(=O)(O)[OH:28].C([O-])([O-])=O.[Na+].[Na+]. The catalyst is O. The product is [CH2:1]([C:5]1=[CH:6][N:7]([C:23]([CH3:25])([CH3:24])[CH3:26])[S:8]/[C:9]/1=[N:10]\[C:11](=[O:22])[C:12]1[CH:17]=[C:16]([CH:15]=[CH:14][C:13]=1[O:20][CH3:21])[C:18]([NH2:19])=[O:28])[CH2:2][CH2:3][CH3:4]. The yield is 0.930. (5) The yield is 0.673. The product is [NH2:8][C:9]1[N:14]=[C:13]([CH3:15])[N:12]=[C:11]([C:16]2[C:17]([NH:26][C:27]3[CH:28]=[N:29][C:30]([O:34][CH3:35])=[C:31]([F:33])[CH:32]=3)=[N:18][CH:19]=[C:20]([CH:25]=2)[C:21]([O:23][CH3:24])=[O:22])[N:10]=1. The catalyst is C(O)(C(F)(F)F)=O. The reactants are COC1C=CC(C[N:8](CC2C=CC(OC)=CC=2)[C:9]2[N:14]=[C:13]([CH3:15])[N:12]=[C:11]([C:16]3[C:17]([NH:26][C:27]4[CH:28]=[N:29][C:30]([O:34][CH3:35])=[C:31]([F:33])[CH:32]=4)=[N:18][CH:19]=[C:20]([CH:25]=3)[C:21]([O:23][CH3:24])=[O:22])[N:10]=2)=CC=1.OS(C(F)(F)F)(=O)=O.C(=O)(O)[O-].[Na+].C(Cl)Cl. (6) The reactants are [Br:1][C:2]1[CH:8]=[CH:7][C:5]([NH2:6])=[CH:4][CH:3]=1.[N:9]([O-])=O.[Na+].[NH:13]1[CH2:17][CH2:16][CH2:15][CH2:14]1. The catalyst is Cl.O.[OH-].[K+]. The product is [Br:1][C:2]1[CH:8]=[CH:7][C:5](/[N:6]=[N:9]/[N:13]2[CH2:17][CH2:16][CH2:15][CH2:14]2)=[CH:4][CH:3]=1. The yield is 0.462. (7) The reactants are [CH2:1]([O:8][C:9](=[O:18])[NH:10][CH2:11][CH2:12][NH:13][C:14]([CH3:17])([CH3:16])[CH3:15])[C:2]1[CH:7]=[CH:6][CH:5]=[CH:4][CH:3]=1.C(N([CH2:24][CH3:25])CC)C.ClCC(Cl)=[O:29].[H-].[Na+]. The catalyst is C(Cl)Cl. The product is [CH2:1]([O:8][C:9]([N:10]1[CH2:25][CH2:24][N:13]([C:14]([CH3:15])([CH3:17])[CH3:16])[C:12](=[O:29])[CH2:11]1)=[O:18])[C:2]1[CH:7]=[CH:6][CH:5]=[CH:4][CH:3]=1. The yield is 0.940.